This data is from Catalyst prediction with 721,799 reactions and 888 catalyst types from USPTO. The task is: Predict which catalyst facilitates the given reaction. (1) Reactant: [CH:1]1([CH:7]([C:9]2[CH:13]=[C:12]([CH:14]3[CH2:19][CH2:18][O:17][CH2:16][CH2:15]3)[S:11][C:10]=2[CH2:20][CH3:21])O)[CH2:6][CH2:5][CH2:4][CH2:3][CH2:2]1.S(Cl)([Cl:24])=O.C(=O)([O-])O.[Na+]. The catalyst class is: 11. Product: [Cl:24][CH:7]([CH:1]1[CH2:6][CH2:5][CH2:4][CH2:3][CH2:2]1)[C:9]1[CH:13]=[C:12]([CH:14]2[CH2:19][CH2:18][O:17][CH2:16][CH2:15]2)[S:11][C:10]=1[CH2:20][CH3:21]. (2) Reactant: [F:1][C:2]([F:17])([F:16])[C:3]1[CH:8]=[C:7]([OH:9])[CH:6]=[CH:5][C:4]=1[C:10]1[CH:15]=[CH:14][CH:13]=[CH:12][CH:11]=1.[H-].[Na+].C[O:21][C:22]([C:24]1[CH:29]=[CH:28][C:27]([C:30]2[CH:35]=[CH:34][C:33]([CH2:36]Br)=[CH:32][C:31]=2[F:38])=[CH:26][N:25]=1)=[O:23]. Product: [F:38][C:31]1[CH:32]=[C:33]([CH2:36][O:9][C:7]2[CH:6]=[CH:5][C:4]([C:10]3[CH:15]=[CH:14][CH:13]=[CH:12][CH:11]=3)=[C:3]([C:2]([F:16])([F:17])[F:1])[CH:8]=2)[CH:34]=[CH:35][C:30]=1[C:27]1[CH:28]=[CH:29][C:24]([C:22]([OH:23])=[O:21])=[N:25][CH:26]=1. The catalyst class is: 3. (3) The catalyst class is: 110. Reactant: Br[C:2]1[CH:3]=[CH:4][C:5]([N:28]2[CH2:33][CH2:32][O:31][CH2:30][CH2:29]2)=[C:6]([NH:8][C:9]2[C:18]3[C:13](=[CH:14][C:15]([F:19])=[CH:16][CH:17]=3)[N:12]=[C:11]([C:20]3[CH:25]=[CH:24][CH:23]=[CH:22][C:21]=3[F:26])[C:10]=2[CH3:27])[CH:7]=1.[NH:34]1[CH2:39][CH2:38][O:37][CH2:36][CH2:35]1.CC(C1C=C(C(C)C)C(C2C=CC=CC=2P(C2CCCCC2)C2CCCCC2)=C(C(C)C)C=1)C.CC(C)([O-])C.[Na+].C1(C)C=CC=CC=1. Product: [N:28]1([C:5]2[CH:4]=[CH:3][C:2]([N:34]3[CH2:39][CH2:38][O:37][CH2:36][CH2:35]3)=[CH:7][C:6]=2[NH:8][C:9]2[C:18]3[C:13](=[CH:14][C:15]([F:19])=[CH:16][CH:17]=3)[N:12]=[C:11]([C:20]3[CH:25]=[CH:24][CH:23]=[CH:22][C:21]=3[F:26])[C:10]=2[CH3:27])[CH2:33][CH2:32][O:31][CH2:30][CH2:29]1. (4) Reactant: [CH2:1]([C:5]1[CH:12]=[CH:11][C:8]([C:9]#[N:10])=[CH:7][CH:6]=1)[CH2:2][CH2:3][CH3:4].[ClH:13]. Product: [ClH:13].[CH2:1]([C:5]1[CH:6]=[CH:7][C:8]([CH2:9][NH2:10])=[CH:11][CH:12]=1)[CH2:2][CH2:3][CH3:4]. The catalyst class is: 50. (5) Reactant: [Cl:1][C:2]1[CH:7]=[CH:6][C:5]([C:8]2[C:9]([C:28]3[CH:33]=[CH:32][N:31]=[CH:30][CH:29]=3)=[N:10][N:11]3[C:16]([CH:17]4[CH2:22][CH2:21][NH:20][CH2:19][CH2:18]4)=[C:15]([C:23]([O:25][CH2:26][CH3:27])=[O:24])[N:14]=[N:13][C:12]=23)=[CH:4][C:3]=1[O:34][CH3:35].I[CH2:37][CH3:38].C(=O)([O-])[O-].[K+].[K+].O. Product: [Cl:1][C:2]1[CH:7]=[CH:6][C:5]([C:8]2[C:9]([C:28]3[CH:29]=[CH:30][N:31]=[CH:32][CH:33]=3)=[N:10][N:11]3[C:16]([CH:17]4[CH2:22][CH2:21][N:20]([CH2:37][CH3:38])[CH2:19][CH2:18]4)=[C:15]([C:23]([O:25][CH2:26][CH3:27])=[O:24])[N:14]=[N:13][C:12]=23)=[CH:4][C:3]=1[O:34][CH3:35]. The catalyst class is: 9. (6) Reactant: [H-].[Na+].[CH2:3]([C:5]1[CH:21]=[C:8]2[C:9]([C:13](=[O:20])[CH:14]([CH3:19])[C:15](OC)=O)=[CH:10][CH:11]=[CH:12][N:7]2[N:6]=1)[CH3:4].[C:22]([O:25]CCBr)(=[O:24])C.[Cl-].[NH4+]. Product: [CH2:3]([C:5]1[CH:21]=[C:8]2[C:9]([C:13](=[O:20])[CH:14]([CH3:19])[CH2:15][C:22]([OH:25])=[O:24])=[CH:10][CH:11]=[CH:12][N:7]2[N:6]=1)[CH3:4]. The catalyst class is: 9. (7) Reactant: [NH:1]1[CH2:6][CH2:5][CH:4]([C:7]2([C:12]3[N:16]4[CH2:17][CH2:18][CH2:19][CH2:20][CH2:21][CH2:22][C:15]4=[N:14][N:13]=3)[CH2:11][CH2:10][CH2:9][CH2:8]2)[CH2:3][CH2:2]1.N1(CO)C=[CH:26]N=N1.[BH4-].[Na+]. Product: [CH3:26][N:1]1[CH2:6][CH2:5][CH:4]([C:7]2([C:12]3[N:16]4[CH2:17][CH2:18][CH2:19][CH2:20][CH2:21][CH2:22][C:15]4=[N:14][N:13]=3)[CH2:8][CH2:9][CH2:10][CH2:11]2)[CH2:3][CH2:2]1. The catalyst class is: 5. (8) Product: [OH:17][CH2:16][CH:14]1[C:13]2[C:8](=[CH:9][CH:10]=[CH:11][CH:12]=2)[O:7][C:4]2([CH2:5][CH2:6][N:1]([C:20]([O:22][C:23]([CH3:26])([CH3:25])[CH3:24])=[O:21])[CH2:2][CH2:3]2)[CH2:15]1. The catalyst class is: 1. Reactant: [N:1]1([C:20]([O:22][C:23]([CH3:26])([CH3:25])[CH3:24])=[O:21])[CH2:6][CH2:5][C:4]2([CH2:15][CH:14]([C:16](OC)=[O:17])[C:13]3[C:8](=[CH:9][CH:10]=[CH:11][CH:12]=3)[O:7]2)[CH2:3][CH2:2]1.[H-].[H-].[H-].[H-].[Li+].[Al+3]. (9) Reactant: [NH2:1][C:2]1[S:3][C:4]([CH3:7])=[CH:5][N:6]=1.Cl.Cl[CH2:10][CH2:11][N:12]1[CH2:17][CH2:16][O:15][CH2:14][CH2:13]1.CCN(CC)CC.C(Cl)Cl. Product: [NH4+:1].[OH-:15].[CH3:7][C:4]1[S:3][C:2](=[NH:1])[N:6]([CH2:10][CH2:11][N:12]2[CH2:17][CH2:16][O:15][CH2:14][CH2:13]2)[CH:5]=1. The catalyst class is: 121. (10) Reactant: [CH3:1][C:2]1[CH:6]=[CH:5][N:4]([CH2:7][CH2:8][O:9][CH2:10][Si:11]([CH3:14])([CH3:13])[CH3:12])[N:3]=1.CC1N(CCOC[Si](C)(C)C)N=CC=1.[Li]CCCC.[CH2:34]([Sn:38](Cl)([CH2:43][CH2:44][CH2:45][CH3:46])[CH2:39][CH2:40][CH2:41][CH3:42])[CH2:35][CH2:36][CH3:37]. Product: [CH3:1][C:2]1[CH:6]=[C:5]([Sn:38]([CH2:39][CH2:40][CH2:41][CH3:42])([CH2:43][CH2:44][CH2:45][CH3:46])[CH2:34][CH2:35][CH2:36][CH3:37])[N:4]([CH2:7][CH2:8][O:9][CH2:10][Si:11]([CH3:13])([CH3:12])[CH3:14])[N:3]=1. The catalyst class is: 1.